This data is from Full USPTO retrosynthesis dataset with 1.9M reactions from patents (1976-2016). The task is: Predict the reactants needed to synthesize the given product. (1) Given the product [Cl:1][C:2]1[CH:9]=[C:8]([CH:7]=[C:6]([Cl:11])[C:3]=1[CH:4]=[O:5])[O:10][CH2:13][C:14]([O:16][CH3:17])=[O:15], predict the reactants needed to synthesize it. The reactants are: [Cl:1][C:2]1[CH:9]=[C:8]([OH:10])[CH:7]=[C:6]([Cl:11])[C:3]=1[CH:4]=[O:5].Br[CH2:13][C:14]([O:16][CH3:17])=[O:15].C(=O)([O-])[O-].[K+].[K+]. (2) Given the product [C:1]([C:4]1[C:12]2[C:7](=[CH:8][CH:9]=[C:10]([C:13]([O:15][CH3:16])=[O:14])[CH:11]=2)[N:6]([CH2:24][C:25]([O:27][C:28]([CH3:31])([CH3:30])[CH3:29])=[O:26])[CH:5]=1)(=[O:3])[CH3:2], predict the reactants needed to synthesize it. The reactants are: [C:1]([C:4]1[C:12]2[C:7](=[CH:8][CH:9]=[C:10]([C:13]([O:15][CH3:16])=[O:14])[CH:11]=2)[NH:6][CH:5]=1)(=[O:3])[CH3:2].C([O-])([O-])=O.[K+].[K+].Br[CH2:24][C:25]([O:27][C:28]([CH3:31])([CH3:30])[CH3:29])=[O:26]. (3) Given the product [CH2:8]([O:10][C:11](=[O:39])[CH2:12][C:13]1[CH:14]=[C:15]([C:21]2[CH:26]=[CH:25][C:24]([C:27]([F:29])([F:30])[F:28])=[CH:23][C:22]=2[CH2:31][N:32]([CH2:33][CH3:34])[C:35](=[O:38])[CH2:36][N:1]2[CH:5]=[N:4][CH:3]=[N:2]2)[C:16]([O:19][CH3:20])=[CH:17][CH:18]=1)[CH3:9], predict the reactants needed to synthesize it. The reactants are: [NH:1]1[CH:5]=[N:4][CH:3]=[N:2]1.[H-].[Na+].[CH2:8]([O:10][C:11](=[O:39])[CH2:12][C:13]1[CH:14]=[C:15]([C:21]2[CH:26]=[CH:25][C:24]([C:27]([F:30])([F:29])[F:28])=[CH:23][C:22]=2[CH2:31][N:32]([C:35](=[O:38])[CH2:36]Cl)[CH2:33][CH3:34])[C:16]([O:19][CH3:20])=[CH:17][CH:18]=1)[CH3:9]. (4) Given the product [Br:1][C:2]1[CH:3]=[CH:4][C:5]([C:8]([Cl:13])=[O:10])=[N:6][CH:7]=1, predict the reactants needed to synthesize it. The reactants are: [Br:1][C:2]1[CH:3]=[CH:4][C:5]([C:8]([OH:10])=O)=[N:6][CH:7]=1.O=S(Cl)[Cl:13]. (5) The reactants are: [C:1]([O:5][C:6]([C:8]1[C:9]([Cl:26])=[N:10][C:11]([Cl:25])=[C:12]([C:16]=1[NH:17]C(OC(C)(C)C)=O)[C:13]([OH:15])=[O:14])=[O:7])([CH3:4])([CH3:3])[CH3:2].FC(F)(F)C(O)=O. Given the product [NH2:17][C:16]1[C:12]([C:13]([OH:15])=[O:14])=[C:11]([Cl:25])[N:10]=[C:9]([Cl:26])[C:8]=1[C:6]([O:5][C:1]([CH3:4])([CH3:3])[CH3:2])=[O:7], predict the reactants needed to synthesize it. (6) Given the product [NH2:18][C:16]1[N:17]=[C:12]([C:5]2[CH:4]=[CH:3][C:2]([OH:1])=[N:7][CH:6]=2)[CH:13]=[C:14]([NH:19][CH3:20])[N:15]=1, predict the reactants needed to synthesize it. The reactants are: [OH:1][C:2]1[N:7]=[CH:6][C:5](B(O)O)=[CH:4][CH:3]=1.I[C:12]1[N:17]=[C:16]([NH2:18])[N:15]=[C:14]([NH:19][CH3:20])[CH:13]=1. (7) Given the product [C:12]1([CH2:18][CH2:19][CH2:20][N:21]2[CH2:30][CH2:29][C:28]3([C:31]4[CH:36]=[CH:35][CH:34]=[C:33]([O:37][CH3:38])[CH:32]=4)[C:23]([CH3:40])([CH2:24][CH2:25][CH:26]([NH2:39])[CH2:27]3)[CH2:22]2)[CH:17]=[CH:16][CH:15]=[CH:14][CH:13]=1, predict the reactants needed to synthesize it. The reactants are: C1(=O)NC(=O)C2=CC=CC=C12.[C:12]1([CH2:18][CH2:19][CH2:20][N:21]2[CH2:30][CH2:29][C:28]3([C:31]4[CH:36]=[CH:35][CH:34]=[C:33]([O:37][CH3:38])[CH:32]=4)[C:23]([CH3:40])([CH2:24][CH2:25][CH:26]([NH2:39])[CH2:27]3)[CH2:22]2)[CH:17]=[CH:16][CH:15]=[CH:14][CH:13]=1.O.NN. (8) Given the product [O:8]=[C:9]1[CH2:14][CH2:13][CH2:12][C@H:11]([C@H:15]([NH:23][C:24]([C:26]2[C:35]([NH:36][C:37]([NH:39][C:40]3[C:45]([CH3:46])=[CH:44][C:43]([CH3:47])=[CH:42][C:41]=3[CH3:48])=[O:38])=[CH:34][C:33]3[C:28](=[CH:29][CH:30]=[CH:31][CH:32]=3)[CH:27]=2)=[O:25])[C:16]([OH:18])=[O:17])[CH2:10]1, predict the reactants needed to synthesize it. The reactants are: C(O)(C(F)(F)F)=O.[O:8]=[C:9]1[CH2:14][CH2:13][CH2:12][C@H:11]([C@H:15]([NH:23][C:24]([C:26]2[C:35]([NH:36][C:37]([NH:39][C:40]3[C:45]([CH3:46])=[CH:44][C:43]([CH3:47])=[CH:42][C:41]=3[CH3:48])=[O:38])=[CH:34][C:33]3[C:28](=[CH:29][CH:30]=[CH:31][CH:32]=3)[CH:27]=2)=[O:25])[C:16]([O:18]C(C)(C)C)=[O:17])[CH2:10]1.CCOCC.CCCCCC.